Task: Predict the product of the given reaction.. Dataset: Forward reaction prediction with 1.9M reactions from USPTO patents (1976-2016) (1) Given the reactants C[O:2][C:3]([CH:5]1[CH:10]([O:11]C(=O)C)[CH:9]([O:15]C(=O)C)[CH:8]([O:19]C(=O)C)[CH:7]([O:23][CH2:24][C:25]([CH3:63])([C:27]2[O:31][N:30]=[C:29]([NH:32][C:33]([NH:35][C:36]3[CH:41]=[CH:40][C:39]([C:42]4[N:43]=[C:44]5[N:48]([CH:49]=4)[C:47]4[CH:50]=[CH:51][C:52]([O:54][CH2:55][CH2:56][N:57]6[CH2:62][CH2:61][O:60][CH2:59][CH2:58]6)=[CH:53][C:46]=4[S:45]5)=[CH:38][CH:37]=3)=[O:34])[CH:28]=2)[CH3:26])[O:6]1)=[O:4].CO.O.[OH-].[K+], predict the reaction product. The product is: [OH:11][CH:10]1[CH:9]([OH:15])[CH:8]([OH:19])[CH:7]([O:23][CH2:24][C:25]([CH3:63])([C:27]2[O:31][N:30]=[C:29]([NH:32][C:33]([NH:35][C:36]3[CH:41]=[CH:40][C:39]([C:42]4[N:43]=[C:44]5[N:48]([CH:49]=4)[C:47]4[CH:50]=[CH:51][C:52]([O:54][CH2:55][CH2:56][N:57]6[CH2:58][CH2:59][O:60][CH2:61][CH2:62]6)=[CH:53][C:46]=4[S:45]5)=[CH:38][CH:37]=3)=[O:34])[CH:28]=2)[CH3:26])[O:6][CH:5]1[C:3]([OH:4])=[O:2]. (2) Given the reactants [NH2:1][C:2]1[CH:3]=[C:4]2[C:9](=[CH:10][C:11]=1[O:12][CH2:13][CH2:14][CH2:15][N:16]1[CH2:21][CH2:20][O:19][CH2:18][CH2:17]1)[N:8]=[CH:7][N:6]=[C:5]2[N:22]([C:26]1[CH:31]=[CH:30][C:29]([F:32])=[C:28]([Cl:33])[CH:27]=1)[C:23](=[O:25])[CH3:24].C(N(CC)CC)C.[C:41](Cl)(=[O:44])[CH:42]=[CH2:43], predict the reaction product. The product is: [C:23]([N:22]([C:26]1[CH:31]=[CH:30][C:29]([F:32])=[C:28]([Cl:33])[CH:27]=1)[C:5]1[C:4]2[C:9](=[CH:10][C:11]([O:12][CH2:13][CH2:14][CH2:15][N:16]3[CH2:21][CH2:20][O:19][CH2:18][CH2:17]3)=[C:2]([NH:1][C:41](=[O:44])[CH:42]=[CH2:43])[CH:3]=2)[N:8]=[CH:7][N:6]=1)(=[O:25])[CH3:24]. (3) Given the reactants [CH2:1]([NH:19][CH2:20][CH2:21][CH2:22][CH2:23][CH2:24][CH2:25][CH2:26][CH2:27][CH2:28][CH2:29][CH2:30][CH2:31][CH2:32][CH2:33][CH2:34][CH2:35][CH2:36][CH3:37])[CH2:2][CH2:3][CH2:4][CH2:5][CH2:6][CH2:7][CH2:8][CH2:9][CH2:10][CH2:11][CH2:12][CH2:13][CH2:14][CH2:15][CH2:16][CH2:17][CH3:18].[C:38]([O:42][CH3:43])(=[O:41])[CH:39]=[CH2:40], predict the reaction product. The product is: [CH2:20]([N:19]([CH2:1][CH2:2][CH2:3][CH2:4][CH2:5][CH2:6][CH2:7][CH2:8][CH2:9][CH2:10][CH2:11][CH2:12][CH2:13][CH2:14][CH2:15][CH2:16][CH2:17][CH3:18])[CH:39]([CH3:40])[C:38]([O:42][CH3:43])=[O:41])[CH2:21][CH2:22][CH2:23][CH2:24][CH2:25][CH2:26][CH2:27][CH2:28][CH2:29][CH2:30][CH2:31][CH2:32][CH2:33][CH2:34][CH2:35][CH2:36][CH3:37]. (4) Given the reactants [NH2:1][C:2]1[N:7]=[C:6]([C:8]2[O:9][C:10]([CH3:13])=[CH:11][CH:12]=2)[C:5]([C:14]#[N:15])=[C:4]([S:16][CH3:17])[N:3]=1.[Br:18]N1C(=O)CCC1=O.C(OOC(=O)C1C=CC=CC=1)(=O)C1C=CC=CC=1, predict the reaction product. The product is: [NH2:1][C:2]1[N:7]=[C:6]([C:8]2[O:9][C:10]([CH2:13][Br:18])=[CH:11][CH:12]=2)[C:5]([C:14]#[N:15])=[C:4]([S:16][CH3:17])[N:3]=1. (5) Given the reactants [CH3:1][C:2]1[S:6][C:5](/[CH:7]=[CH:8]/[C:9]([O:11][CH2:12][CH3:13])=[O:10])=[N:4][CH:3]=1, predict the reaction product. The product is: [CH3:1][C:2]1[S:6][C:5]([CH2:7][CH2:8][C:9]([O:11][CH2:12][CH3:13])=[O:10])=[N:4][CH:3]=1. (6) The product is: [Cl:1][C:2]1[CH:3]=[C:4]([N:8]2[CH:12]([C:13]3[CH:14]=[C:15]([C:19]4[CH:24]=[CH:23][C:22]([S:25]([CH3:26])=[O:42])=[CH:21][CH:20]=4)[CH:16]=[CH:17][CH:18]=3)[CH2:11][C:10]([C:27]([F:33])([F:32])[C:28]([F:29])([F:30])[F:31])=[N:9]2)[CH:5]=[CH:6][CH:7]=1. Given the reactants [Cl:1][C:2]1[CH:3]=[C:4]([N:8]2[CH:12]([C:13]3[CH:14]=[C:15]([C:19]4[CH:24]=[CH:23][C:22]([S:25][CH3:26])=[CH:21][CH:20]=4)[CH:16]=[CH:17][CH:18]=3)[CH2:11][C:10]([C:27]([F:33])([F:32])[C:28]([F:31])([F:30])[F:29])=[N:9]2)[CH:5]=[CH:6][CH:7]=1.ClC1C=CC=C(C(OO)=[O:42])C=1, predict the reaction product. (7) Given the reactants [C:1]([O:8][CH3:9])(=[O:7])/[CH:2]=[CH:3]/[C:4]([OH:6])=[O:5].[CH3:10][CH:11]([CH3:18])[C:12]([O:14][CH2:15][CH2:16]Cl)=[O:13], predict the reaction product. The product is: [C:1]([O:8][CH3:9])(=[O:7])/[CH:2]=[CH:3]/[C:4]([O:6][CH2:16][CH2:15][O:14][C:12](=[O:13])[CH:11]([CH3:18])[CH3:10])=[O:5].